Dataset: Full USPTO retrosynthesis dataset with 1.9M reactions from patents (1976-2016). Task: Predict the reactants needed to synthesize the given product. (1) Given the product [Br:1][C:2]1[CH:7]=[C:6]([S:8]([CH2:11][CH2:12][CH3:13])(=[O:10])=[O:9])[CH:5]=[CH:4][C:3]=1[Cl:15], predict the reactants needed to synthesize it. The reactants are: [Br:1][C:2]1[CH:7]=[C:6]([S:8]([CH2:11][CH2:12][CH3:13])(=[O:10])=[O:9])[CH:5]=[CH:4][C:3]=1F.[Cl:15]C1C=CC(S(CCC)(=O)=O)=CC=1. (2) Given the product [NH:1]([C:2]1[C:3]([O:8][CH3:9])=[N:4][CH:5]=[CH:6][CH:7]=1)[NH2:10], predict the reactants needed to synthesize it. The reactants are: [NH2:1][C:2]1[C:3]([O:8][CH3:9])=[N:4][CH:5]=[CH:6][CH:7]=1.[N:10]([O-])=O.[Na+].O.O.Cl[Sn]Cl.[OH-].[K+].